This data is from Catalyst prediction with 721,799 reactions and 888 catalyst types from USPTO. The task is: Predict which catalyst facilitates the given reaction. (1) Reactant: [Cl:1][C:2]1[CH:7]=[C:6]2[NH:8][C:9](=[O:42])[C:10]3([CH:15]([C:16]4[CH:21]=[C:20]([Cl:22])[CH:19]=[CH:18][C:17]=4[O:23][C:24]([CH2:31][CH3:32])([C:27]([O:29]C)=[O:28])[CH2:25][CH3:26])[CH2:14][C:13](=[O:33])[NH:12][CH:11]3[C:34]3[CH:39]=[C:38]([Cl:40])[CH:37]=[CH:36][C:35]=3[CH3:41])[C:5]2=[CH:4][CH:3]=1.[Li+].[OH-].O. Product: [Cl:1][C:2]1[CH:7]=[C:6]2[NH:8][C:9](=[O:42])[C:10]3([CH:15]([C:16]4[CH:21]=[C:20]([Cl:22])[CH:19]=[CH:18][C:17]=4[O:23][C:24]([CH2:31][CH3:32])([C:27]([OH:29])=[O:28])[CH2:25][CH3:26])[CH2:14][C:13](=[O:33])[NH:12][CH:11]3[C:34]3[CH:39]=[C:38]([Cl:40])[CH:37]=[CH:36][C:35]=3[CH3:41])[C:5]2=[CH:4][CH:3]=1. The catalyst class is: 5. (2) Reactant: C[O:2][C:3](=O)[CH2:4][N:5]([CH:11]([C:15]1[CH:16]=[N:17][CH:18]=[C:19]([C:21]2[CH:26]=[CH:25][C:24]([C:27]#[N:28])=[C:23]([Cl:29])[CH:22]=2)[CH:20]=1)[CH:12]1[CH2:14][CH2:13]1)[S:6]([CH2:9][CH3:10])(=[O:8])=[O:7].[H-].[Al+3].[Li+].[H-].[H-].[H-]. Product: [Cl:29][C:23]1[CH:22]=[C:21]([C:19]2[CH:20]=[C:15]([CH:11]([N:5]([CH2:4][CH2:3][OH:2])[S:6]([CH2:9][CH3:10])(=[O:7])=[O:8])[CH:12]3[CH2:14][CH2:13]3)[CH:16]=[N:17][CH:18]=2)[CH:26]=[CH:25][C:24]=1[C:27]#[N:28]. The catalyst class is: 1. (3) Reactant: C[O:2][C:3]1[CH:4]=[C:5]([C:17]2[CH:18]=[CH:19][C:20]3[N:21]([C:23]([C:26]4[CH:33]=[CH:32][C:29]([C:30]#[N:31])=[CH:28][CH:27]=4)=[CH:24][N:25]=3)[N:22]=2)[CH:6]=[CH:7][C:8]=1[C:9]([N:11]1[CH2:16][CH2:15][O:14][CH2:13][CH2:12]1)=[O:10].B(Br)(Br)Br. Product: [OH:2][C:3]1[CH:4]=[C:5]([C:17]2[CH:18]=[CH:19][C:20]3[N:21]([C:23]([C:26]4[CH:33]=[CH:32][C:29]([C:30]#[N:31])=[CH:28][CH:27]=4)=[CH:24][N:25]=3)[N:22]=2)[CH:6]=[CH:7][C:8]=1[C:9]([N:11]1[CH2:16][CH2:15][O:14][CH2:13][CH2:12]1)=[O:10]. The catalyst class is: 2. (4) The catalyst class is: 3. Product: [CH3:14][S:13][C:11]1[O:12][C:8]2[CH:7]=[CH:6][CH:5]=[C:4]([N+:1]([O-:3])=[O:2])[C:9]=2[N:10]=1. Reactant: [N+:1]([C:4]1[C:9]2[N:10]=[C:11]([SH:13])[O:12][C:8]=2[CH:7]=[CH:6][CH:5]=1)([O-:3])=[O:2].[C:14](=O)([O-])[O-].[K+].[K+].CI.